This data is from Full USPTO retrosynthesis dataset with 1.9M reactions from patents (1976-2016). The task is: Predict the reactants needed to synthesize the given product. (1) Given the product [NH2:1][C@H:2]([C:29]([OH:31])=[O:30])[CH2:3][CH2:4][CH2:5][CH2:6][NH:7][C:8]([C:23]1[CH:28]=[CH:27][CH:26]=[CH:25][CH:24]=1)([C:17]1[CH:22]=[CH:21][CH:20]=[CH:19][CH:18]=1)[C:9]1[CH:16]=[CH:15][C:12]([O:13][CH3:14])=[CH:11][CH:10]=1, predict the reactants needed to synthesize it. The reactants are: [NH:1](C(OCC1C2C(=CC=CC=2)C2C1=CC=CC=2)=O)[C@H:2]([C:29]([OH:31])=[O:30])[CH2:3][CH2:4][CH2:5][CH2:6][NH:7][C:8]([C:23]1[CH:28]=[CH:27][CH:26]=[CH:25][CH:24]=1)([C:17]1[CH:22]=[CH:21][CH:20]=[CH:19][CH:18]=1)[C:9]1[CH:16]=[CH:15][C:12]([O:13][CH3:14])=[CH:11][CH:10]=1.C(Cl)Cl.C(#N)C.C(NCC)C.N[C@H](C(O)=O)CCCCN. (2) Given the product [F:17][C:18]([F:26])([F:25])[C:19]([NH:21][CH2:22][C:23]#[C:24][C:2]1[CH:7]=[CH:6][CH:5]=[C:4]([S:8][CH2:9][CH:10]([CH2:14][CH2:15][CH3:16])[CH2:11][CH2:12][CH3:13])[CH:3]=1)=[O:20], predict the reactants needed to synthesize it. The reactants are: Br[C:2]1[CH:3]=[C:4]([S:8][CH2:9][CH:10]([CH2:14][CH2:15][CH3:16])[CH2:11][CH2:12][CH3:13])[CH:5]=[CH:6][CH:7]=1.[F:17][C:18]([F:26])([F:25])[C:19]([NH:21][CH2:22][C:23]#[CH:24])=[O:20]. (3) Given the product [Br:1][C:2]1[CH:7]=[CH:6][CH:5]=[CH:4][C:3]=1[C:8]([CH3:12])([CH3:11])[C:9]([NH2:10])=[O:19], predict the reactants needed to synthesize it. The reactants are: [Br:1][C:2]1[CH:7]=[CH:6][CH:5]=[CH:4][C:3]=1[C:8]([CH3:12])([CH3:11])[C:9]#[N:10].[OH-].[Na+].CC([OH:19])(C)C.